This data is from Retrosynthesis with 50K atom-mapped reactions and 10 reaction types from USPTO. The task is: Predict the reactants needed to synthesize the given product. (1) Given the product COc1cc(NC(=O)C(C)(C)C)ccc1F, predict the reactants needed to synthesize it. The reactants are: CC(C)(C)C(=O)Cl.COc1cc(N)ccc1F. (2) Given the product COc1ccc(C2(CBr)OCCO2)cc1, predict the reactants needed to synthesize it. The reactants are: COc1ccc(C(=O)CBr)cc1.OCCO. (3) Given the product COC(=O)Cc1cc(O)cc(OCc2ccccc2)c1, predict the reactants needed to synthesize it. The reactants are: COC(=O)Cc1cc(O)cc(O)c1.ClCc1ccccc1. (4) Given the product Cc1ccc2oc(-c3cc(Br)ccc3OC(C)C)nc2c1, predict the reactants needed to synthesize it. The reactants are: CC(C)Br.Cc1ccc2oc(-c3cc(Br)ccc3O)nc2c1. (5) Given the product COc1ccc(-c2cccnc2F)cc1CNC1CCC(N(C)C(=O)OC(C)(C)C)CC1, predict the reactants needed to synthesize it. The reactants are: CN(C(=O)OC(C)(C)C)C1CCC(N)CC1.COc1ccc(-c2cccnc2F)cc1C=O. (6) Given the product COc1ccc(N)c(C(N)=O)c1, predict the reactants needed to synthesize it. The reactants are: COc1ccc([N+](=O)[O-])c(C(N)=O)c1. (7) Given the product NCC12CCN(CC1)CC2, predict the reactants needed to synthesize it. The reactants are: N#CC12CCN(CC1)CC2. (8) Given the product CC1Cc2ccccc2N1NC(=O)c1ccc(Cl)c(S(=O)(=O)N(Cc2ccccc2C(=O)O)C(=O)OC(C)(C)C)c1, predict the reactants needed to synthesize it. The reactants are: COC(=O)c1ccccc1CN(C(=O)OC(C)(C)C)S(=O)(=O)c1cc(C(=O)NN2c3ccccc3CC2C)ccc1Cl. (9) Given the product Nc1cc(Cl)nc(-c2ccco2)n1, predict the reactants needed to synthesize it. The reactants are: Clc1cc(Cl)nc(-c2ccco2)n1.[NH4+]. (10) Given the product COc1cccc(C(=O)N2CC[C@H](N(Cc3ccnc4ccccc34)C(=O)C(F)(F)F)C[C@H]2Cc2ccccc2)c1, predict the reactants needed to synthesize it. The reactants are: COc1cccc(C(=O)O)c1.O=C(N(Cc1ccnc2ccccc12)[C@H]1CCN[C@H](Cc2ccccc2)C1)C(F)(F)F.